Task: Regression/Classification. Given a drug SMILES string, predict its absorption, distribution, metabolism, or excretion properties. Task type varies by dataset: regression for continuous measurements (e.g., permeability, clearance, half-life) or binary classification for categorical outcomes (e.g., BBB penetration, CYP inhibition). Dataset: cyp1a2_veith.. Dataset: CYP1A2 inhibition data for predicting drug metabolism from PubChem BioAssay (1) The compound is Cc1ccc(SCC(=O)Nc2ccc(N3CCN(c4ccccc4)CC3)c(F)c2)cc1. The result is 0 (non-inhibitor). (2) The molecule is COc1ccc(NC(C)=O)cc1NC(=O)CN1CCN(CC(=O)Nc2ccccc2Cl)CC1. The result is 0 (non-inhibitor). (3) The drug is C[N+]1(NCC[N@@+]2(C)CCc3ccccc3C2)CCCCC1. The result is 0 (non-inhibitor). (4) The compound is C=C1c2c(Cl)ccc(O)c2C(O)=C2C(=O)[C@@]3(O)C(O)=C(C(N)=O)C(=O)[C@@H](N(C)C)[C@@H]3[C@@H](O)[C@H]12.O=C(O)c1cc(S(=O)(=O)O)ccc1O. The result is 0 (non-inhibitor). (5) The drug is CCOC(=O)CSC1=NC(=O)/C(=C\c2ccc(Cl)cc2)S1. The result is 1 (inhibitor). (6) The drug is COCCNC(=O)c1sc2nc(-c3ccccc3)cn2c1C. The result is 1 (inhibitor). (7) The compound is O=C(CSc1n[nH]c(-c2cccs2)n1)N1CCCc2ccccc21. The result is 1 (inhibitor).